From a dataset of Full USPTO retrosynthesis dataset with 1.9M reactions from patents (1976-2016). Predict the reactants needed to synthesize the given product. Given the product [N+:18]([C:8]1[CH:7]=[C:6]([CH2:10][C:11]([F:14])([F:12])[F:13])[N+:5]([O-:15])=[C:4]([CH2:3][C:2]([F:1])([F:16])[F:17])[CH:9]=1)([O-:20])=[O:19], predict the reactants needed to synthesize it. The reactants are: [F:1][C:2]([F:17])([F:16])[CH2:3][C:4]1[CH:9]=[CH:8][CH:7]=[C:6]([CH2:10][C:11]([F:14])([F:13])[F:12])[N+:5]=1[O-:15].[N+:18]([O-])([OH:20])=[O:19].[OH-].[Na+].